Dataset: Full USPTO retrosynthesis dataset with 1.9M reactions from patents (1976-2016). Task: Predict the reactants needed to synthesize the given product. (1) Given the product [NH:39]1[C:1]([C:3]2[CH:4]=[C:5]([C:9]3[C:10]([CH:15]([NH:25][C:26](=[O:38])[CH2:27][C:28]4[C:36]5[C:31](=[CH:32][CH:33]=[C:34]([OH:37])[CH:35]=5)[NH:30][CH:29]=4)[CH2:16][C:17]4[CH:22]=[C:21]([F:23])[CH:20]=[C:19]([F:24])[CH:18]=4)=[N:11][CH:12]=[CH:13][CH:14]=3)[CH:6]=[CH:7][CH:8]=2)=[N:2][N:41]=[N:40]1, predict the reactants needed to synthesize it. The reactants are: [C:1]([C:3]1[CH:4]=[C:5]([C:9]2[C:10]([C@@H:15]([NH:25][C:26](=[O:38])[CH2:27][C:28]3[C:36]4[C:31](=[CH:32][CH:33]=[C:34]([OH:37])[CH:35]=4)[NH:30][CH:29]=3)[CH2:16][C:17]3[CH:22]=[C:21]([F:23])[CH:20]=[C:19]([F:24])[CH:18]=3)=[N:11][CH:12]=[CH:13][CH:14]=2)[CH:6]=[CH:7][CH:8]=1)#[N:2].[N-:39]=[N+:40]=[N-:41].[Na+]. (2) Given the product [CH3:38][O:39][C:34](=[O:35])[NH:25][C:9]1[N:10]=[C:11]([N:12]2[CH2:17][CH2:16][N:15]3[C:18]([C:21]([F:23])([F:24])[F:22])=[N:19][N:20]=[C:14]3[CH2:13]2)[C:6]2[CH:5]=[C:4]([CH2:1][CH2:2][CH3:3])[S:26][C:7]=2[N:8]=1, predict the reactants needed to synthesize it. The reactants are: [CH2:1]([C:4]1[S:26][C:7]2[N:8]=[C:9]([NH2:25])[N:10]=[C:11]([N:12]3[CH2:17][CH2:16][N:15]4[C:18]([C:21]([F:24])([F:23])[F:22])=[N:19][N:20]=[C:14]4[CH2:13]3)[C:6]=2[CH:5]=1)[CH2:2][CH3:3].C(N(CC)CC)C.[C:34](Cl)(Cl)=[O:35].[CH3:38][O-:39].[Na+]. (3) Given the product [C:9]1([CH:19]([CH3:3])[C:20]([OH:22])=[O:21])[C:18]2[C:13](=[CH:14][CH:15]=[CH:16][CH:17]=2)[CH:12]=[CH:11][CH:10]=1, predict the reactants needed to synthesize it. The reactants are: [Li]N(C(C)C)[CH:3](C)C.[C:9]1([CH2:19][C:20]([OH:22])=[O:21])[C:18]2[C:13](=[CH:14][CH:15]=[CH:16][CH:17]=2)[CH:12]=[CH:11][CH:10]=1.CI. (4) Given the product [F:37][C:2]([F:36])([F:1])[C:3]1[CH:4]=[C:5]([C:13]2([C:32]([F:35])([F:34])[F:33])[CH2:17][CH2:16][N:15]([C:18]3[CH:19]=[C:20]4[C:24](=[CH:25][CH:26]=3)[CH:23]([NH:27][C:28](=[O:31])[CH2:29][CH3:30])[CH2:22][CH2:21]4)[CH:14]2[OH:40])[CH:6]=[C:7]([C:9]([F:10])([F:12])[F:11])[CH:8]=1, predict the reactants needed to synthesize it. The reactants are: [F:1][C:2]([F:37])([F:36])[C:3]1[CH:4]=[C:5]([C:13]2([C:32]([F:35])([F:34])[F:33])[CH2:17][CH2:16][N:15]([C:18]3[CH:19]=[C:20]4[C:24](=[CH:25][CH:26]=3)[CH:23]([NH:27][C:28](=[O:31])[CH2:29][CH3:30])[CH2:22][CH2:21]4)[CH2:14]2)[CH:6]=[C:7]([C:9]([F:12])([F:11])[F:10])[CH:8]=1.C([O:40]C(=O)C)C.C(=O)([O-])O.[Na+]. (5) Given the product [CH2:1]([C:3]1[N:13]([CH2:14][C:15]2[CH:16]=[CH:17][C:18]([NH:21][C@H:22]3[CH2:23][CH2:24][C@H:25]([CH2:28][N:30]4[CH2:35][CH2:34][N:33]([CH3:36])[CH2:32][CH2:31]4)[CH2:26][CH2:27]3)=[CH:19][CH:20]=2)[C:6]2=[N:7][C:8]([CH3:12])=[CH:9][C:10]([CH3:11])=[C:5]2[N:4]=1)[CH3:2], predict the reactants needed to synthesize it. The reactants are: [CH2:1]([C:3]1[N:13]([CH2:14][C:15]2[CH:20]=[CH:19][C:18]([NH:21][C@H:22]3[CH2:27][CH2:26][C@H:25]([C:28]([N:30]4[CH2:35][CH2:34][N:33]([CH3:36])[CH2:32][CH2:31]4)=O)[CH2:24][CH2:23]3)=[CH:17][CH:16]=2)[C:6]2=[N:7][C:8]([CH3:12])=[CH:9][C:10]([CH3:11])=[C:5]2[N:4]=1)[CH3:2].[H-].[Al+3].[Li+].[H-].[H-].[H-].[Cl-].[Al+3].[Cl-].[Cl-].[OH-].[Na+].